From a dataset of M1 muscarinic receptor agonist screen with 61,833 compounds. Binary Classification. Given a drug SMILES string, predict its activity (active/inactive) in a high-throughput screening assay against a specified biological target. (1) The drug is O=C(NCc1ccncc1)/C=N\O. The result is 0 (inactive). (2) The molecule is S(c1[nH]c(=O)cc(c1C#N)C)CC(=O)c1ccccc1. The result is 0 (inactive). (3) The molecule is FC(F)(F)c1n2nc(cc2nc(C2CC2)c1)C(=O)Nc1noc(c1)C. The result is 0 (inactive).